From a dataset of Full USPTO retrosynthesis dataset with 1.9M reactions from patents (1976-2016). Predict the reactants needed to synthesize the given product. (1) Given the product [CH3:21][O:20][CH2:19][CH2:18][C:8]1[S:9][C:10]([NH:11][C:12]2[CH:13]=[N:14][CH:15]=[CH:16][CH:17]=2)=[C:6]([C:4]([OH:5])=[O:3])[N:7]=1, predict the reactants needed to synthesize it. The reactants are: C([O:3][C:4]([C:6]1[N:7]=[C:8]([CH2:18][CH2:19][O:20][CH3:21])[S:9][C:10]=1[NH:11][C:12]1[CH:13]=[N:14][CH:15]=[CH:16][CH:17]=1)=[O:5])C.[OH-].[K+]. (2) Given the product [C:1]([Si:5]([O:8][C:9]1[C:10]([F:17])=[CH:11][CH:12]=[CH:13][C:14]=1[CH2:15][CH3:16])([CH3:7])[CH3:6])([CH3:4])([CH3:3])[CH3:2], predict the reactants needed to synthesize it. The reactants are: [C:1]([Si:5]([O:8][C:9]1[C:14]([CH:15]=[CH2:16])=[CH:13][CH:12]=[CH:11][C:10]=1[F:17])([CH3:7])[CH3:6])([CH3:4])([CH3:3])[CH3:2].[H][H].